The task is: Regression. Given two drug SMILES strings and cell line genomic features, predict the synergy score measuring deviation from expected non-interaction effect.. This data is from NCI-60 drug combinations with 297,098 pairs across 59 cell lines. (1) Drug 1: CCCCC(=O)OCC(=O)C1(CC(C2=C(C1)C(=C3C(=C2O)C(=O)C4=C(C3=O)C=CC=C4OC)O)OC5CC(C(C(O5)C)O)NC(=O)C(F)(F)F)O. Drug 2: CCN(CC)CCCC(C)NC1=C2C=C(C=CC2=NC3=C1C=CC(=C3)Cl)OC. Cell line: SF-268. Synergy scores: CSS=36.9, Synergy_ZIP=-10.2, Synergy_Bliss=-3.10, Synergy_Loewe=-4.67, Synergy_HSA=-2.05. (2) Drug 1: CC1=C2C(C(=O)C3(C(CC4C(C3C(C(C2(C)C)(CC1OC(=O)C(C(C5=CC=CC=C5)NC(=O)OC(C)(C)C)O)O)OC(=O)C6=CC=CC=C6)(CO4)OC(=O)C)O)C)O. Drug 2: CCN(CC)CCCC(C)NC1=C2C=C(C=CC2=NC3=C1C=CC(=C3)Cl)OC. Cell line: HCC-2998. Synergy scores: CSS=48.6, Synergy_ZIP=-0.518, Synergy_Bliss=2.73, Synergy_Loewe=-10.0, Synergy_HSA=3.04. (3) Drug 1: CC1=CC2C(CCC3(C2CCC3(C(=O)C)OC(=O)C)C)C4(C1=CC(=O)CC4)C. Drug 2: CS(=O)(=O)OCCCCOS(=O)(=O)C. Cell line: A549. Synergy scores: CSS=24.0, Synergy_ZIP=-5.15, Synergy_Bliss=3.79, Synergy_Loewe=3.74, Synergy_HSA=4.08. (4) Drug 1: CC1=C2C(C(=O)C3(C(CC4C(C3C(C(C2(C)C)(CC1OC(=O)C(C(C5=CC=CC=C5)NC(=O)C6=CC=CC=C6)O)O)OC(=O)C7=CC=CC=C7)(CO4)OC(=O)C)O)C)OC(=O)C. Drug 2: C1=CC=C(C=C1)NC(=O)CCCCCCC(=O)NO. Cell line: HCC-2998. Synergy scores: CSS=43.8, Synergy_ZIP=-3.23, Synergy_Bliss=1.13, Synergy_Loewe=-3.90, Synergy_HSA=-3.93. (5) Drug 1: C1CCC(C1)C(CC#N)N2C=C(C=N2)C3=C4C=CNC4=NC=N3. Cell line: IGROV1. Synergy scores: CSS=35.3, Synergy_ZIP=4.12, Synergy_Bliss=1.75, Synergy_Loewe=2.18, Synergy_HSA=4.11. Drug 2: C1=C(C(=O)NC(=O)N1)F. (6) Drug 1: C1C(C(OC1N2C=NC3=C(N=C(N=C32)Cl)N)CO)O. Drug 2: C1CN(P(=O)(OC1)NCCCl)CCCl. Cell line: RXF 393. Synergy scores: CSS=1.07, Synergy_ZIP=0.876, Synergy_Bliss=-0.840, Synergy_Loewe=-1.72, Synergy_HSA=-2.20. (7) Drug 1: CN(C)N=NC1=C(NC=N1)C(=O)N. Drug 2: CC1=C(C(=CC=C1)Cl)NC(=O)C2=CN=C(S2)NC3=CC(=NC(=N3)C)N4CCN(CC4)CCO. Cell line: OVCAR-4. Synergy scores: CSS=4.25, Synergy_ZIP=-1.59, Synergy_Bliss=0.434, Synergy_Loewe=-12.1, Synergy_HSA=0.0171.